Task: Predict the product of the given reaction.. Dataset: Forward reaction prediction with 1.9M reactions from USPTO patents (1976-2016) Given the reactants [C:1]([C:3]1[C:8]([C:9]([F:12])([F:11])[F:10])=[CH:7][CH:6]=[C:5]([O:13][CH3:14])[C:4]=1/[N:15]=[CH:16]/[N:17]([CH3:19])[CH3:18])#[N:2].NC1C([O:29]C)=CC(Br)=C(C(F)(F)F)C=1C#N.S(=O)(=O)(O)O, predict the reaction product. The product is: [CH3:19][N:17](/[CH:16]=[N:15]/[C:4]1[C:5]([O:13][CH3:14])=[CH:6][CH:7]=[C:8]([C:9]([F:12])([F:11])[F:10])[C:3]=1[C:1]([NH2:2])=[O:29])[CH3:18].